Dataset: Reaction yield outcomes from USPTO patents with 853,638 reactions. Task: Predict the reaction yield, written as a fraction of the theoretical maximum amount of product (1.0 means a 100% yield; for example, 0.34 means a 34% yield). (1) The reactants are [F:1][C:2]1[CH:3]=[C:4]2[C:18](=[CH:19][CH:20]=1)[C:17](=[O:21])[C:6]1([CH2:11][CH2:10][N:9](C(OCC)=O)[CH2:8][CH2:7]1)[CH2:5]2.Cl. No catalyst specified. The product is [F:1][C:2]1[CH:3]=[C:4]2[C:18](=[CH:19][CH:20]=1)[C:17](=[O:21])[C:6]1([CH2:11][CH2:10][NH:9][CH2:8][CH2:7]1)[CH2:5]2. The yield is 0.970. (2) The reactants are [N+:1]([C:4]1[CH:5]=[C:6]([S:10]([NH:13][CH2:14][C:15]2[CH:20]=[CH:19][N:18]=[CH:17][CH:16]=2)(=[O:12])=[O:11])[CH:7]=[CH:8][CH:9]=1)([O-])=O.S(S([O-])=O)([O-])=O.[Na+].[Na+].COC(O)C.Cl.C(=O)([O-])[O-].[Na+].[Na+]. The catalyst is O. The product is [NH2:1][C:4]1[CH:5]=[C:6]([S:10]([NH:13][CH2:14][C:15]2[CH:16]=[CH:17][N:18]=[CH:19][CH:20]=2)(=[O:12])=[O:11])[CH:7]=[CH:8][CH:9]=1. The yield is 0.720. (3) The reactants are [Br:1][C:2]1[CH:3]=[CH:4][C:5]([O:15][CH2:16][C:17]2[CH:22]=[CH:21][C:20]([F:23])=[CH:19][CH:18]=2)=[C:6]([C:8](=O)[CH2:9][CH2:10][C:11](=O)[CH3:12])[CH:7]=1.[NH2:24][C:25]1[CH:26]=[CH:27][C:28]([F:34])=[C:29]([CH:33]=1)[C:30]([OH:32])=[O:31].CC1C=CC(S(O)(=O)=O)=CC=1. The catalyst is CN1C(=O)CCC1.CCOC(C)=O. The product is [Br:1][C:2]1[CH:3]=[CH:4][C:5]([O:15][CH2:16][C:17]2[CH:22]=[CH:21][C:20]([F:23])=[CH:19][CH:18]=2)=[C:6]([C:8]2[N:24]([C:25]3[CH:33]=[C:29]([C:28]([F:34])=[CH:27][CH:26]=3)[C:30]([OH:32])=[O:31])[C:11]([CH3:12])=[CH:10][CH:9]=2)[CH:7]=1. The yield is 0.460. (4) The reactants are [NH2:1][C:2]1[CH:7]=[CH:6][C:5]([Br:8])=[CH:4][C:3]=1[SH:9].Br[CH2:11][C:12](OCC)=[O:13].C(=O)(O)[O-].[Na+]. The catalyst is CN(C=O)C.O. The product is [Br:8][C:5]1[CH:6]=[CH:7][C:2]2[NH:1][C:12](=[O:13])[CH2:11][S:9][C:3]=2[CH:4]=1. The yield is 0.820. (5) The catalyst is C1(C)C=CC=CC=1.CO. The product is [Br:1][C:2]1[CH:3]=[CH:4][C:5]([NH:8][C:12]2[CH:17]=[CH:16][CH:15]=[CH:14][C:13]=2[CH3:18])=[CH:6][CH:7]=1. The yield is 1.00. The reactants are [Br:1][C:2]1[CH:7]=[CH:6][C:5]([N:8]([C:12]2[CH:17]=[CH:16][CH:15]=[CH:14][C:13]=2[CH3:18])C(=O)C)=[CH:4][CH:3]=1.C[O-].[Na+].